Predict the reactants needed to synthesize the given product. From a dataset of Full USPTO retrosynthesis dataset with 1.9M reactions from patents (1976-2016). Given the product [NH2:1][C:2]1[N:7]=[CH:6][N:5]=[C:4]2[N:8]([CH:12]([C:14]3[O:15][C:16](=[O:43])[C:17]4[C:22]([C:23]=3[C:24]3[CH2:25][CH2:26][N:27]([C:30]([CH:32]5[CH2:35][N:34]([C:36]([O:38][C:39]([CH3:42])([CH3:41])[CH3:40])=[O:37])[CH2:33]5)=[O:31])[CH2:28][CH:29]=3)=[CH:21][CH:20]=[CH:19][CH:18]=4)[CH3:13])[N:9]=[C:10]([C:47]3[CH:48]=[C:49]([OH:51])[CH:50]=[C:45]([F:44])[CH:46]=3)[C:3]=12, predict the reactants needed to synthesize it. The reactants are: [NH2:1][C:2]1[N:7]=[CH:6][N:5]=[C:4]2[N:8]([CH:12]([C:14]3[O:15][C:16](=[O:43])[C:17]4[C:22]([C:23]=3[C:24]3[CH2:25][CH2:26][N:27]([C:30]([CH:32]5[CH2:35][N:34]([C:36]([O:38][C:39]([CH3:42])([CH3:41])[CH3:40])=[O:37])[CH2:33]5)=[O:31])[CH2:28][CH:29]=3)=[CH:21][CH:20]=[CH:19][CH:18]=4)[CH3:13])[N:9]=[C:10](I)[C:3]=12.[F:44][C:45]1[CH:46]=[C:47](B(O)O)[CH:48]=[C:49]([OH:51])[CH:50]=1.